Dataset: Full USPTO retrosynthesis dataset with 1.9M reactions from patents (1976-2016). Task: Predict the reactants needed to synthesize the given product. Given the product [Br:1][C:2]1[CH:3]=[CH:4][C:5]([Cl:19])=[C:6]([CH:8]([C:10]2[CH:15]=[CH:14][C:13]([O:16][CH2:17][CH3:18])=[CH:12][CH:11]=2)[O:9][Si:36]([C:33]([CH3:35])([CH3:34])[CH3:32])([CH3:38])[CH3:37])[CH:7]=1, predict the reactants needed to synthesize it. The reactants are: [Br:1][C:2]1[CH:3]=[CH:4][C:5]([Cl:19])=[C:6]([CH:8]([C:10]2[CH:15]=[CH:14][C:13]([O:16][CH2:17][CH3:18])=[CH:12][CH:11]=2)[OH:9])[CH:7]=1.O1CCCC1.C(N(CC)CC)C.[CH3:32][C:33]([Si:36](OS(C(F)(F)F)(=O)=O)([CH3:38])[CH3:37])([CH3:35])[CH3:34].